From a dataset of Forward reaction prediction with 1.9M reactions from USPTO patents (1976-2016). Predict the product of the given reaction. (1) The product is: [Cl:1][C:2]1[CH:3]=[C:4]([CH:8]=[C:9]([Cl:11])[CH:10]=1)[C:5]([O:7][CH3:17])=[O:6]. Given the reactants [Cl:1][C:2]1[CH:3]=[C:4]([CH:8]=[C:9]([Cl:11])[CH:10]=1)[C:5]([OH:7])=[O:6].S(=O)(=O)(O)O.[CH3:17]O, predict the reaction product. (2) Given the reactants [C:1]([O:5][C:6]([N:8]1[CH2:13][CH2:12][CH2:11][CH:10]([C:14]2[CH:22]=[CH:21][CH:20]=[CH:19][C:15]=2[C:16](O)=[O:17])[CH2:9]1)=[O:7])([CH3:4])([CH3:3])[CH3:2].[NH3:23], predict the reaction product. The product is: [C:16]([C:15]1[CH:19]=[CH:20][CH:21]=[CH:22][C:14]=1[CH:10]1[CH2:11][CH2:12][CH2:13][N:8]([C:6]([O:5][C:1]([CH3:4])([CH3:3])[CH3:2])=[O:7])[CH2:9]1)(=[O:17])[NH2:23].